Dataset: Forward reaction prediction with 1.9M reactions from USPTO patents (1976-2016). Task: Predict the product of the given reaction. (1) Given the reactants ClC1C=C(C=C(Cl)C=1N1C=C2C=NC=C(Cl)C2=N1)C#N.[N:21]([C:24]1[C:29]([Br:30])=[CH:28][N:27]=[CH:26][C:25]=1/[CH:31]=[N:32]/[C:33]1[C:38]([Cl:39])=[CH:37][CH:36]=[CH:35][C:34]=1[Cl:40])=[N+]=[N-], predict the reaction product. The product is: [Br:30][C:29]1[C:24]2[C:25](=[CH:31][N:32]([C:33]3[C:38]([Cl:39])=[CH:37][CH:36]=[CH:35][C:34]=3[Cl:40])[N:21]=2)[CH:26]=[N:27][CH:28]=1. (2) The product is: [I:27][C:3]1[C:2]([NH:7][C:8](=[O:13])[C:9]([CH3:10])([CH3:12])[CH3:11])=[N:1][CH:6]=[CH:5][CH:4]=1. Given the reactants [N:1]1[CH:6]=[CH:5][CH:4]=[CH:3][C:2]=1[NH:7][C:8](=[O:13])[C:9]([CH3:12])([CH3:11])[CH3:10].CN(CCN(C)C)C.[Li]CCCC.[I:27]I, predict the reaction product. (3) Given the reactants [OH:1][C:2]1([C:9]2[CH:18]=[CH:17][C:12]([C:13]([NH:15][CH3:16])=[O:14])=[CH:11][N:10]=2)[CH2:7][CH2:6][C:5](=O)[CH2:4][CH2:3]1.[NH2:19][C@H:20]1[CH2:24][CH2:23][N:22]([C:25](=[O:40])[CH2:26][NH:27][C:28](=[O:39])[C:29]2[CH:34]=[CH:33][CH:32]=[C:31]([C:35]([F:38])([F:37])[F:36])[CH:30]=2)[CH2:21]1.C(O[BH-](OC(=O)C)OC(=O)C)(=O)C.[Na+], predict the reaction product. The product is: [OH:1][C:2]1([C:9]2[CH:18]=[CH:17][C:12]([C:13]([NH:15][CH3:16])=[O:14])=[CH:11][N:10]=2)[CH2:7][CH2:6][CH:5]([NH:19][C@H:20]2[CH2:24][CH2:23][N:22]([C:25](=[O:40])[CH2:26][NH:27][C:28](=[O:39])[C:29]3[CH:34]=[CH:33][CH:32]=[C:31]([C:35]([F:37])([F:38])[F:36])[CH:30]=3)[CH2:21]2)[CH2:4][CH2:3]1. (4) Given the reactants [F:1][C:2]([F:32])([F:31])[C:3]1([CH2:7][N:8]2[CH2:13][CH2:12][CH:11]([CH2:14][O:15][C:16]3[CH:17]=[CH:18][C:19]([C:22]4[CH:27]=[CH:26][C:25]([CH:28]([OH:30])[CH3:29])=[CH:24][CH:23]=4)=[N:20][CH:21]=3)[CH2:10][CH2:9]2)[CH2:6][CH2:5][CH2:4]1.C([O-])(O)=O.[Na+], predict the reaction product. The product is: [F:32][C:2]([F:1])([F:31])[C:3]1([CH2:7][N:8]2[CH2:13][CH2:12][CH:11]([CH2:14][O:15][C:16]3[CH:17]=[CH:18][C:19]([C:22]4[CH:23]=[CH:24][C:25]([C:28](=[O:30])[CH3:29])=[CH:26][CH:27]=4)=[N:20][CH:21]=3)[CH2:10][CH2:9]2)[CH2:6][CH2:5][CH2:4]1. (5) Given the reactants [CH3:1][C:2]1[CH:7]=[CH:6][C:5]([C:8]2[N:12]=[C:11]([CH2:13][CH2:14][C:15](=[O:17])[CH3:16])[O:10][N:9]=2)=[CH:4][C:3]=1[NH:18][C:19]([C:21]1[N:25]2[CH:26]=[CH:27][CH:28]=[CH:29][C:24]2=[N:23][CH:22]=1)=[O:20].[CH3:30][Mg]Br, predict the reaction product. The product is: [OH:17][C:15]([CH3:30])([CH3:16])[CH2:14][CH2:13][C:11]1[O:10][N:9]=[C:8]([C:5]2[CH:6]=[CH:7][C:2]([CH3:1])=[C:3]([NH:18][C:19]([C:21]3[N:25]4[CH:26]=[CH:27][CH:28]=[CH:29][C:24]4=[N:23][CH:22]=3)=[O:20])[CH:4]=2)[N:12]=1. (6) Given the reactants [C:1]([C:4]1[CH:12]=[CH:11][C:7]([C:8]([NH2:10])=[O:9])=[CH:6][C:5]=1[O:13][C:14]1[CH:19]=[CH:18][C:17]([O:20][CH2:21][CH2:22][O:23][CH:24]2[CH2:29][CH2:28][O:27][CH2:26][CH2:25]2)=[CH:16][CH:15]=1)(=[O:3])[CH3:2].[BH4-].[Na+].O, predict the reaction product. The product is: [OH:3][CH:1]([C:4]1[CH:12]=[CH:11][C:7]([C:8]([NH2:10])=[O:9])=[CH:6][C:5]=1[O:13][C:14]1[CH:15]=[CH:16][C:17]([O:20][CH2:21][CH2:22][O:23][CH:24]2[CH2:29][CH2:28][O:27][CH2:26][CH2:25]2)=[CH:18][CH:19]=1)[CH3:2]. (7) Given the reactants [Br:1][CH2:2][CH2:3]Br.[P:5]([O:12]CC)([O:9][CH2:10][CH3:11])[O:6][CH2:7][CH3:8], predict the reaction product. The product is: [Br:1][CH2:2][CH2:3][P:5](=[O:12])([O:9][CH2:10][CH3:11])[O:6][CH2:7][CH3:8]. (8) Given the reactants Cl[C:2]([O:4][CH2:5][C:6]1[CH:11]=[CH:10][CH:9]=[CH:8][CH:7]=1)=[O:3].Cl.[Br:13][C:14]1[C:15]([O:25][CH3:26])=[C:16]([CH:22]([NH2:24])[CH3:23])[CH:17]=[C:18]([Cl:21])[C:19]=1[CH3:20].C(=O)([O-])[O-].[Na+].[Na+].O, predict the reaction product. The product is: [CH2:5]([O:4][C:2](=[O:3])[NH:24][CH:22]([C:16]1[CH:17]=[C:18]([Cl:21])[C:19]([CH3:20])=[C:14]([Br:13])[C:15]=1[O:25][CH3:26])[CH3:23])[C:6]1[CH:11]=[CH:10][CH:9]=[CH:8][CH:7]=1. (9) Given the reactants [CH2:1]([CH2:3][NH2:4])[OH:2].[H-].[Na+].[CH2:7](Cl)[C:8]1[CH:13]=[CH:12][CH:11]=[CH:10][CH:9]=1, predict the reaction product. The product is: [CH2:7]([O:2][CH2:1][CH2:3][NH2:4])[C:8]1[CH:13]=[CH:12][CH:11]=[CH:10][CH:9]=1. (10) Given the reactants [N:1]1([C:7]2[S:8][C:9](=[CH:13][C:14]3[CH:19]=[CH:18][C:17]([N:20]4[CH2:25][CH2:24][C:23](=O)[CH2:22][CH2:21]4)=[CH:16][CH:15]=3)[C:10](=[O:12])[N:11]=2)[CH2:6][CH2:5][O:4][CH2:3][CH2:2]1.[NH2:27][CH2:28][C@@H:29]([C:31]1[CH:36]=[CH:35][CH:34]=[C:33]([Cl:37])[CH:32]=1)[OH:30], predict the reaction product. The product is: [Cl:37][C:33]1[CH:32]=[C:31]([C@@H:29]([OH:30])[CH2:28][NH:27][CH:23]2[CH2:22][CH2:21][N:20]([C:17]3[CH:16]=[CH:15][C:14]([CH:13]=[C:9]4[S:8][C:7]([N:1]5[CH2:2][CH2:3][O:4][CH2:5][CH2:6]5)=[N:11][C:10]4=[O:12])=[CH:19][CH:18]=3)[CH2:25][CH2:24]2)[CH:36]=[CH:35][CH:34]=1.